This data is from Catalyst prediction with 721,799 reactions and 888 catalyst types from USPTO. The task is: Predict which catalyst facilitates the given reaction. Reactant: [Br:1][C:2]1[CH:3]=[N:4][C:5](F)=[C:6]([CH:10]=1)[C:7]([OH:9])=[O:8].[CH2:12]([NH:14][CH2:15][CH3:16])[CH3:13]. Product: [Br:1][C:2]1[CH:3]=[N:4][C:5]([N:14]([CH2:15][CH3:16])[CH2:12][CH3:13])=[C:6]([CH:10]=1)[C:7]([OH:9])=[O:8]. The catalyst class is: 10.